From a dataset of Reaction yield outcomes from USPTO patents with 853,638 reactions. Predict the reaction yield, written as a fraction of the theoretical maximum amount of product (1.0 means a 100% yield; for example, 0.34 means a 34% yield). (1) The reactants are C(=O)([O-])[O-].[Ca+2].[C:6](Cl)(Cl)=[S:7].ClCCl.O.[Cl:14][C:15]1[CH:16]=[C:17]([CH:19]=[CH:20][C:21]=1[C:22]#[C:23][C:24]1[CH:29]=[CH:28][CH:27]=[CH:26][CH:25]=1)[NH2:18].Cl. No catalyst specified. The product is [Cl:14][C:15]1[CH:16]=[C:17]([N:18]=[C:6]=[S:7])[CH:19]=[CH:20][C:21]=1[C:22]#[C:23][C:24]1[CH:25]=[CH:26][CH:27]=[CH:28][CH:29]=1. The yield is 0.810. (2) The reactants are C1C(=O)N([Br:8])C(=O)C1.[F:9][C:10]1[C:17]([CH3:18])=[CH:16][CH:15]=[CH:14][C:11]=1[C:12]#[N:13].O. The catalyst is C(#N)C.C(OOC(=O)C1C=CC=CC=1)(=O)C1C=CC=CC=1. The product is [Br:8][CH2:18][C:17]1[C:10]([F:9])=[C:11]([CH:14]=[CH:15][CH:16]=1)[C:12]#[N:13]. The yield is 0.700.